Dataset: Reaction yield outcomes from USPTO patents with 853,638 reactions. Task: Predict the reaction yield, written as a fraction of the theoretical maximum amount of product (1.0 means a 100% yield; for example, 0.34 means a 34% yield). (1) The reactants are [C:1]([O:5][C:6]([N:8]([CH2:21][C:22](O)=[O:23])[CH2:9][C:10]([N:12]1[CH2:20][C:19]2[C:14](=[CH:15][CH:16]=[CH:17][CH:18]=2)[CH2:13]1)=[O:11])=[O:7])([CH3:4])([CH3:3])[CH3:2].Cl.CN(C)CCCN=C=NCC.O[C:38]1[C:46]2[N:45]=N[NH:43][C:42]=2C=[CH:40][CH:39]=1.Cl.N1CCC[C@H]1C#N. The catalyst is CN(C)C=O.C(N(CC)CC)C. The yield is 0.900. The product is [C:42]([C@@H:46]1[CH2:38][CH2:39][CH2:40][N:45]1[C:22](=[O:23])[CH2:21][N:8]([CH2:9][C:10]([N:12]1[CH2:13][C:14]2[C:19](=[CH:18][CH:17]=[CH:16][CH:15]=2)[CH2:20]1)=[O:11])[C:6](=[O:7])[O:5][C:1]([CH3:2])([CH3:4])[CH3:3])#[N:43]. (2) The reactants are O1CCCCC1[N:7]1[C:15]2[C:10](=[CH:11][C:12]([C:16]3[N:20]=[CH:19][N:18](C(C4C=CC=CC=4)(C4C=CC=CC=4)C4C=CC=CC=4)[N:17]=3)=[CH:13][CH:14]=2)[C:9]([C:40]2[CH:41]=[C:42]([CH:47]=[CH:48][CH:49]=2)[C:43](OC)=[O:44])=[N:8]1.O.[OH-].[Li+].[CH2:53]1[C:61]2[C:56](=[CH:57][CH:58]=[CH:59][CH:60]=2)[C@@H:55]([NH2:62])[C@H:54]1[OH:63].O.ON1C2C=CC=CC=2N=N1.Cl.CN(C)CCCN=C=NCC. The catalyst is O1CCCC1.O1CCCC1.O. The product is [NH:17]1[C:16]([C:12]2[CH:11]=[C:10]3[C:15](=[CH:14][CH:13]=2)[NH:7][N:8]=[C:9]3[C:40]2[CH:41]=[C:42]([C:43]([NH:62][C@@H:55]3[C:56]4[C:61](=[CH:60][CH:59]=[CH:58][CH:57]=4)[CH2:53][C@@H:54]3[OH:63])=[O:44])[CH:47]=[CH:48][CH:49]=2)=[N:20][CH:19]=[N:18]1. The yield is 0.720.